From a dataset of Reaction yield outcomes from USPTO patents with 853,638 reactions. Predict the reaction yield, written as a fraction of the theoretical maximum amount of product (1.0 means a 100% yield; for example, 0.34 means a 34% yield). (1) The reactants are [CH:1]([C:3]1[N:11]2[C:6]([CH2:7][CH2:8][CH2:9][CH2:10]2)=[CH:5][C:4]=1[C:12]([O:14]C)=O)=O.O.[NH2:17][NH2:18]. No catalyst specified. The product is [C:12]1(=[O:14])[C:4]2[CH:5]=[C:6]3[N:11]([C:3]=2[CH:1]=[N:18][NH:17]1)[CH2:10][CH2:9][CH2:8][CH2:7]3. The yield is 0.750. (2) No catalyst specified. The reactants are Br[C:2]1[CH:3]=[C:4]2[C:9](=[CH:10][CH:11]=1)[N:8]=[CH:7][C:6]([C:12]([CH:14]1[CH2:16][CH2:15]1)=[O:13])=[C:5]2[NH:17][C@H:18]1[CH2:23][CH2:22][C@H:21]([N:24]2[CH2:28][CH2:27][CH2:26][CH2:25]2)[CH2:20][CH2:19]1.[Cl:29][C:30]1[CH:35]=[C:34](B2OC(C)(C)C(C)(C)O2)[CH:33]=[C:32]([O:45][CH3:46])[C:31]=1[OH:47]. The product is [Cl:29][C:30]1[CH:35]=[C:34]([C:2]2[CH:3]=[C:4]3[C:9](=[CH:10][CH:11]=2)[N:8]=[CH:7][C:6]([C:12]([CH:14]2[CH2:16][CH2:15]2)=[O:13])=[C:5]3[NH:17][C@H:18]2[CH2:23][CH2:22][C@H:21]([N:24]3[CH2:25][CH2:26][CH2:27][CH2:28]3)[CH2:20][CH2:19]2)[CH:33]=[C:32]([O:45][CH3:46])[C:31]=1[OH:47]. The yield is 0.670.